This data is from Forward reaction prediction with 1.9M reactions from USPTO patents (1976-2016). The task is: Predict the product of the given reaction. (1) The product is: [CH2:1](/[C:3](/[C:11]#[C:12][C:13]1([OH:28])[C:24]([CH3:26])([CH3:25])[CH2:23][C:16](=[O:17])[CH:15]=[C:14]1[CH3:27])=[CH:4]/[C:5]([NH:7][CH2:8][CH2:9][CH3:10])=[O:6])[CH3:2]. Given the reactants [CH2:1](/[C:3](/[C:11]#[C:12][C:13]1([OH:28])[C:24]([CH3:26])([CH3:25])[CH2:23][C:16]2(OC(C)C(C)[O:17]2)[CH:15]=[C:14]1[CH3:27])=[CH:4]/[C:5]([NH:7][CH2:8][CH2:9][CH3:10])=[O:6])[CH3:2].Cl.O, predict the reaction product. (2) Given the reactants Cl[C:2]1[C:7]([C:8]([F:11])([F:10])[F:9])=[CH:6][N:5]=[C:4]([NH:12][C:13]2[CH:27]=[CH:26][C:16]([CH2:17][P:18](=[O:25])([O:22][CH2:23][CH3:24])[O:19][CH2:20][CH3:21])=[CH:15][C:14]=2[O:28][CH2:29][CH3:30])[N:3]=1.[NH2:31][C:32]1[CH:33]=[CH:34][C:35]([C@@H:43]2[CH2:48][CH2:47][C@H:46]([C:49]([O:51][CH2:52][CH3:53])=[O:50])[CH2:45][CH2:44]2)=[C:36]2[C:40]=1[C:39](=[O:41])[N:38]([CH3:42])[CH2:37]2, predict the reaction product. The product is: [CH2:20]([O:19][P:18]([CH2:17][C:16]1[CH:26]=[CH:27][C:13]([NH:12][C:4]2[N:3]=[C:2]([NH:31][C:32]3[CH:33]=[CH:34][C:35]([C@@H:43]4[CH2:44][CH2:45][C@H:46]([C:49]([O:51][CH2:52][CH3:53])=[O:50])[CH2:47][CH2:48]4)=[C:36]4[C:40]=3[C:39](=[O:41])[N:38]([CH3:42])[CH2:37]4)[C:7]([C:8]([F:11])([F:10])[F:9])=[CH:6][N:5]=2)=[C:14]([O:28][CH2:29][CH3:30])[CH:15]=1)([O:22][CH2:23][CH3:24])=[O:25])[CH3:21]. (3) Given the reactants [NH2:1][C:2]1[N:7]=[C:6](OS(C2C(C)=CC(C)=CC=2C)(=O)=O)[C:5]([CH2:21][C:22]2[CH:40]=[CH:39][C:25]([CH2:26][N:27]([CH2:35][CH:36]([F:38])[F:37])[CH2:28][CH2:29][C:30]([O:32][CH2:33][CH3:34])=[O:31])=[CH:24][C:23]=2[O:41][CH3:42])=[C:4]([CH3:43])[N:3]=1.[NH2:44][C@@H:45]([CH2:49][CH2:50][CH3:51])[CH2:46][CH2:47][OH:48], predict the reaction product. The product is: [NH2:1][C:2]1[N:7]=[C:6]([NH:44][C@@H:45]([CH2:49][CH2:50][CH3:51])[CH2:46][CH2:47][OH:48])[C:5]([CH2:21][C:22]2[CH:40]=[CH:39][C:25]([CH2:26][N:27]([CH2:35][CH:36]([F:37])[F:38])[CH2:28][CH2:29][C:30]([O:32][CH2:33][CH3:34])=[O:31])=[CH:24][C:23]=2[O:41][CH3:42])=[C:4]([CH3:43])[N:3]=1. (4) Given the reactants C[N:2](C)/[CH:3]=[CH:4]/[C:5]([C:7]1[C:12](=[O:13])[CH:11]=[CH:10][N:9]([C:14]2[CH:19]=[CH:18][CH:17]=[C:16]([S:20]([CH3:23])(=[O:22])=[O:21])[CH:15]=2)[N:8]=1)=O.[NH:25]([C:27]1[CH:28]=[C:29]([CH:33]=[CH:34][CH:35]=1)[C:30]([NH2:32])=[O:31])N, predict the reaction product. The product is: [CH3:23][S:20]([C:16]1[CH:15]=[C:14]([N:9]2[CH:10]=[CH:11][C:12](=[O:13])[C:7]([C:5]3[N:25]([C:27]4[CH:28]=[C:29]([CH:33]=[CH:34][CH:35]=4)[C:30]([NH2:32])=[O:31])[N:2]=[CH:3][CH:4]=3)=[N:8]2)[CH:19]=[CH:18][CH:17]=1)(=[O:22])=[O:21]. (5) Given the reactants [S:1]1[CH:5]=[CH:4][N:3]=[C:2]1[CH2:6][N:7]1[C:15]2[C:10](=[CH:11][C:12]([NH:16][C:17]3[C:26]4[C:21](=[CH:22][CH:23]=[CH:24][C:25]=4[O:27][C@H:28]([CH3:32])[C:29](O)=[O:30])[N:20]=[CH:19][N:18]=3)=[CH:13][CH:14]=2)[CH:9]=[N:8]1.[NH:33]1[CH2:38][CH2:37][O:36][CH2:35][CH2:34]1, predict the reaction product. The product is: [CH3:32][C@@H:28]([O:27][C:25]1[CH:24]=[CH:23][CH:22]=[C:21]2[C:26]=1[C:17]([NH:16][C:12]1[CH:11]=[C:10]3[C:15](=[CH:14][CH:13]=1)[N:7]([CH2:6][C:2]1[S:1][CH:5]=[CH:4][N:3]=1)[N:8]=[CH:9]3)=[N:18][CH:19]=[N:20]2)[C:29]([N:33]1[CH2:38][CH2:37][O:36][CH2:35][CH2:34]1)=[O:30]. (6) Given the reactants [OH:1][C:2]([CH3:35])([CH3:34])[CH2:3][C@@:4]1([C:28]2[CH:33]=[CH:32][CH:31]=[CH:30][CH:29]=2)[O:9][C:8](=[O:10])[N:7]([C@H:11]([C:13]2[CH:18]=[CH:17][C:16]([C:19]3[N:24]=[N:23][C:22]([C:25]([OH:27])=O)=[CH:21][CH:20]=3)=[CH:15][CH:14]=2)[CH3:12])[CH2:6][CH2:5]1.[NH3:36], predict the reaction product. The product is: [OH:1][C:2]([CH3:35])([CH3:34])[CH2:3][C@@:4]1([C:28]2[CH:33]=[CH:32][CH:31]=[CH:30][CH:29]=2)[O:9][C:8](=[O:10])[N:7]([C@H:11]([C:13]2[CH:14]=[CH:15][C:16]([C:19]3[N:24]=[N:23][C:22]([C:25]([NH2:36])=[O:27])=[CH:21][CH:20]=3)=[CH:17][CH:18]=2)[CH3:12])[CH2:6][CH2:5]1.